From a dataset of Forward reaction prediction with 1.9M reactions from USPTO patents (1976-2016). Predict the product of the given reaction. (1) The product is: [CH3:9][C:10]1[NH:11][C:12]2[C:17]([C:18]=1[CH2:2][CH2:1][C:3]1[CH:8]=[CH:7][N:6]=[CH:5][CH:4]=1)=[CH:16][CH:15]=[CH:14][CH:13]=2. Given the reactants [CH:1]([C:3]1[CH:8]=[CH:7][N:6]=[CH:5][CH:4]=1)=[CH2:2].[CH3:9][C:10]1[NH:11][C:12]2[C:17]([CH:18]=1)=[CH:16][CH:15]=[CH:14][CH:13]=2, predict the reaction product. (2) Given the reactants [F:1][C:2]1[CH:7]=[CH:6][C:5]([C:8]2[CH:13]=[C:12]([C:14]3[CH:15]=[N:16][C:17](F)=[CH:18][CH:19]=3)[N:11]=[C:10]([N:21]3[CH2:25][CH2:24][CH2:23][CH:22]3[CH3:26])[N:9]=2)=[CH:4][CH:3]=1.[OH:27][CH:28]1[CH2:33][CH2:32][NH:31][CH2:30][CH2:29]1, predict the reaction product. The product is: [F:1][C:2]1[CH:7]=[CH:6][C:5]([C:8]2[N:9]=[C:10]([N:21]3[CH2:25][CH2:24][CH2:23][CH:22]3[CH3:26])[N:11]=[C:12]([C:14]3[CH:19]=[CH:18][C:17]([N:31]4[CH2:32][CH2:33][CH:28]([OH:27])[CH2:29][CH2:30]4)=[N:16][CH:15]=3)[CH:13]=2)=[CH:4][CH:3]=1. (3) Given the reactants N(C1C=C(C=CC=1C)C(NOC)=[O:7])N.[NH2:15][C:16]1[N:20]([C:21]2[CH:22]=[C:23]([CH:29]=[CH:30][C:31]=2[CH3:32])[C:24](NOC)=[O:25])[N:19]=[CH:18][C:17]=1[C:33](=[O:41])[C:34]1[CH:39]=[CH:38][CH:37]=[C:36](I)[CH:35]=1.C(N(CC)CC)C, predict the reaction product. The product is: [NH2:15][C:16]1[N:20]([C:21]2[CH:22]=[C:23]([CH:29]=[CH:30][C:31]=2[CH3:32])[C:24]([OH:25])=[O:7])[N:19]=[CH:18][C:17]=1[C:33](=[O:41])[C:34]1[CH:39]=[CH:38][CH:37]=[CH:36][CH:35]=1.